This data is from Forward reaction prediction with 1.9M reactions from USPTO patents (1976-2016). The task is: Predict the product of the given reaction. Given the reactants C([N:8]1[CH2:17][CH2:16][C:15]2[N:14]=[C:13]([NH:18][CH2:19][CH:20]([CH3:22])[CH3:21])[CH:12]=[CH:11][C:10]=2[CH2:9]1)C1C=CC=CC=1, predict the reaction product. The product is: [CH2:19]([NH:18][C:13]1[CH:12]=[CH:11][C:10]2[CH2:9][NH:8][CH2:17][CH2:16][C:15]=2[N:14]=1)[CH:20]([CH3:22])[CH3:21].